This data is from Peptide-MHC class II binding affinity with 134,281 pairs from IEDB. The task is: Regression. Given a peptide amino acid sequence and an MHC pseudo amino acid sequence, predict their binding affinity value. This is MHC class II binding data. (1) The MHC is DRB3_0202 with pseudo-sequence DRB3_0202. The binding affinity (normalized) is 0.802. The peptide sequence is DAFIAALTEALRVIA. (2) The peptide sequence is VILTDGPERVILAGP. The MHC is DRB1_1501 with pseudo-sequence DRB1_1501. The binding affinity (normalized) is 0.311. (3) The peptide sequence is DTGHGTVVMQVKVSK. The MHC is HLA-DQA10501-DQB10402 with pseudo-sequence HLA-DQA10501-DQB10402. The binding affinity (normalized) is 0.576. (4) The peptide sequence is KFPKFNRVFEIEFDI. The MHC is DRB4_0101 with pseudo-sequence DRB4_0103. The binding affinity (normalized) is 0.626. (5) The binding affinity (normalized) is 0.452. The peptide sequence is IEEFGTGVFTTRVYMD. The MHC is DRB3_0101 with pseudo-sequence DRB3_0101. (6) The peptide sequence is SGQVVTYALNTITNLKK. The MHC is DRB1_0404 with pseudo-sequence DRB1_0404. The binding affinity (normalized) is 0.733.